This data is from Catalyst prediction with 721,799 reactions and 888 catalyst types from USPTO. The task is: Predict which catalyst facilitates the given reaction. (1) Reactant: Br[C:2]1[C:3]([C:29]#[N:30])=[C:4]([CH:26]=[CH:27][CH:28]=1)[O:5][C:6]1[CH:24]=[CH:23][C:9]([C:10]([NH:12][CH2:13][C:14]2[C:15]([OH:22])=[N:16][C:17]([CH3:21])=[CH:18][C:19]=2[CH3:20])=[O:11])=[CH:8][C:7]=1[Cl:25].[N:31]1[CH:36]=[CH:35][C:34](B(O)O)=[CH:33][CH:32]=1.C(=O)([O-])[O-].[Na+].[Na+]. Product: [Cl:25][C:7]1[CH:8]=[C:9]([CH:23]=[CH:24][C:6]=1[O:5][C:4]1[CH:26]=[CH:27][CH:28]=[C:2]([C:34]2[CH:35]=[CH:36][N:31]=[CH:32][CH:33]=2)[C:3]=1[C:29]#[N:30])[C:10]([NH:12][CH2:13][C:14]1[C:15]([OH:22])=[N:16][C:17]([CH3:21])=[CH:18][C:19]=1[CH3:20])=[O:11]. The catalyst class is: 70. (2) Reactant: [NH2:1][C:2]1[C:3]2[N:4]([C:8]([C@@H:26]3[CH2:31][CH2:30][CH2:29][NH:28][CH2:27]3)=[N:9][C:10]=2[C:11]2[CH:25]=[CH:24][C:14]([C:15]([NH:17][C:18]3[CH:23]=[CH:22][CH:21]=[CH:20][N:19]=3)=[O:16])=[CH:13][CH:12]=2)[CH:5]=[CH:6][N:7]=1.C(N(CC)CC)C.Cl[C:40]([O:42][CH2:43][CH3:44])=[O:41]. Product: [NH2:1][C:2]1[C:3]2[N:4]([C:8]([C@@H:26]3[CH2:31][CH2:30][CH2:29][N:28]([C:40]([O:42][CH2:43][CH3:44])=[O:41])[CH2:27]3)=[N:9][C:10]=2[C:11]2[CH:25]=[CH:24][C:14]([C:15](=[O:16])[NH:17][C:18]3[CH:23]=[CH:22][CH:21]=[CH:20][N:19]=3)=[CH:13][CH:12]=2)[CH:5]=[CH:6][N:7]=1. The catalyst class is: 4. (3) Reactant: [CH2:1]([O:8][C:9]1[CH:14]=[CH:13][C:12]([N:15]([CH3:48])[C:16]([C:18]2[CH:19]=[C:20]([C:27]3[CH:28]=[C:29]4[C:34](=[CH:35][C:36]=3[C:37]([O:39]C)=[O:38])[CH2:33][N:32]([C:41]([O:43][C:44]([CH3:47])([CH3:46])[CH3:45])=[O:42])[CH2:31][CH2:30]4)[N:21]3[C:26]=2[CH2:25][CH2:24][CH2:23][CH2:22]3)=[O:17])=[CH:11][CH:10]=1)[C:2]1[CH:7]=[CH:6][CH:5]=[CH:4][CH:3]=1.[Li+].[OH-].Cl. Product: [CH2:1]([O:8][C:9]1[CH:14]=[CH:13][C:12]([N:15]([CH3:48])[C:16]([C:18]2[CH:19]=[C:20]([C:27]3[CH:28]=[C:29]4[C:34](=[CH:35][C:36]=3[C:37]([OH:39])=[O:38])[CH2:33][N:32]([C:41]([O:43][C:44]([CH3:46])([CH3:45])[CH3:47])=[O:42])[CH2:31][CH2:30]4)[N:21]3[C:26]=2[CH2:25][CH2:24][CH2:23][CH2:22]3)=[O:17])=[CH:11][CH:10]=1)[C:2]1[CH:3]=[CH:4][CH:5]=[CH:6][CH:7]=1. The catalyst class is: 38. (4) Reactant: [CH3:1][CH2:2][C@@H:3]([C@H:5]([N:36]([C:38]([C@@H:40]([NH:44][C:45]([C@@H:47]([N:51]([CH3:53])[CH3:52])[CH:48]([CH3:50])[CH3:49])=[O:46])[CH:41]([CH3:43])[CH3:42])=[O:39])[CH3:37])[C@H:6]([O:34][CH3:35])[CH2:7][C:8]([N:10]1[C@H:14]([C@H:15]([O:32][CH3:33])[C@H:16]([C:18]([NH:20][C@H:21]([C:29]([OH:31])=[O:30])[CH2:22][C:23]2[CH:28]=[CH:27][CH:26]=[CH:25][CH:24]=2)=[O:19])[CH3:17])[CH2:13][CH2:12][CH2:11]1)=[O:9])[CH3:4].C([NH:61][C@H:62]([C:64]([OH:66])=[O:65])[CH3:63])(OC(C)(C)C)=O.[OH:67][CH2:68][CH2:69][CH2:70][NH-:71].FC(F)(F)C(O)=O. Product: [CH3:1][CH2:2][C@@H:3]([C@H:5]([N:36]([C:38]([C@@H:40]([NH:44][C:45]([C@@H:47]([N:51]([CH3:53])[CH3:52])[CH:48]([CH3:50])[CH3:49])=[O:46])[CH:41]([CH3:43])[CH3:42])=[O:39])[CH3:37])[C@H:6]([O:34][CH3:35])[CH2:7][C:8]([N:10]1[C@H:14]([C@H:15]([O:32][CH3:33])[C@H:16]([C:18]([NH:20][C@H:21]([C:29]([OH:31])=[O:30])[CH2:22][C:23]2[CH:28]=[CH:27][CH:26]=[CH:25][CH:24]=2)=[O:19])[CH3:17])[CH2:13][CH2:12][CH2:11]1)=[O:9])[CH3:4].[OH:67][CH2:68][CH2:69][CH2:70][NH-:71].[NH2:61][C@H:62]([C:64]([OH:66])=[O:65])[CH3:63]. The catalyst class is: 4. (5) Reactant: [OH:1][C:2]1[C:3](=[O:16])[NH:4][N:5]=[C:6]([CH2:8][CH2:9][C:10]2[CH:15]=CC=CC=2)[CH:7]=1.C(OC1N=NC(C=C2CC2)=CC=1OCC1C=CC=CC=1)C1C=CC=CC=1. Product: [CH:9]1([CH2:8][C:6]2[CH:7]=[C:2]([OH:1])[C:3](=[O:16])[NH:4][N:5]=2)[CH2:10][CH2:15]1. The catalyst class is: 5. (6) Reactant: Br[C:2]1[CH:3]=[CH:4][C:5]([N:8]2[CH2:30][CH2:29][C:10]3([CH2:13][CH:12]([NH:14][C:15]([O:17][CH2:18][C:19]4[O:23][N:22]=[C:21]([C:24]([O:26][CH2:27][CH3:28])=[O:25])[CH:20]=4)=[O:16])[CH2:11]3)[CH2:9]2)=[N:6][CH:7]=1.[F:31][C:32]1[CH:37]=[CH:36][C:35](B(O)O)=[CH:34][CH:33]=1.C(=O)([O-])[O-].[Cs+].[Cs+]. Product: [F:31][C:32]1[CH:37]=[CH:36][C:35]([C:2]2[CH:3]=[CH:4][C:5]([N:8]3[CH2:30][CH2:29][C:10]4([CH2:11][CH:12]([NH:14][C:15]([O:17][CH2:18][C:19]5[O:23][N:22]=[C:21]([C:24]([O:26][CH2:27][CH3:28])=[O:25])[CH:20]=5)=[O:16])[CH2:13]4)[CH2:9]3)=[N:6][CH:7]=2)=[CH:34][CH:33]=1. The catalyst class is: 2. (7) Reactant: Cl[CH2:2][C:3]#[N:4].[F:5][C:6]1([F:15])[CH2:11][CH2:10][N:9]([C:12]([NH2:14])=[S:13])[CH2:8][CH2:7]1.[C:16]1([C:22](=O)[CH2:23][C:24](=O)[C:25]([O:27][CH2:28][CH3:29])=[O:26])[CH:21]=[CH:20][CH:19]=[CH:18][CH:17]=1.C([O-])(=O)C.[Na+]. Product: [CH2:28]([O:27][C:25]([C:24]1[CH:23]=[C:22]([C:16]2[CH:17]=[CH:18][CH:19]=[CH:20][CH:21]=2)[N:4]=[C:3]2[N:14]=[C:12]([N:9]3[CH2:8][CH2:7][C:6]([F:5])([F:15])[CH2:11][CH2:10]3)[S:13][C:2]=12)=[O:26])[CH3:29]. The catalyst class is: 5. (8) Reactant: [F:1][C:2]([F:33])([F:32])[C:3]1[CH:4]=[C:5]([C:13]2([C:28]([F:31])([F:30])[F:29])[O:17][N:16]=[C:15]([C:18]3[CH:23]=[CH:22][C:21](F)=[C:20]([N+:25]([O-:27])=[O:26])[CH:19]=3)[CH2:14]2)[CH:6]=[C:7]([C:9]([F:12])([F:11])[F:10])[CH:8]=1.[NH:34]1[CH:38]=[N:37][N:36]=[N:35]1.C(=O)([O-])[O-].[K+].[K+].O. Product: [F:33][C:2]([F:1])([F:32])[C:3]1[CH:4]=[C:5]([C:13]2([C:28]([F:29])([F:30])[F:31])[O:17][N:16]=[C:15]([C:18]3[CH:23]=[CH:22][C:21]([N:34]4[CH:38]=[N:37][NH:36][NH:35]4)=[C:20]([N+:25]([O-:27])=[O:26])[CH:19]=3)[CH2:14]2)[CH:6]=[C:7]([C:9]([F:10])([F:12])[F:11])[CH:8]=1.[F:33][C:2]([F:1])([F:32])[C:3]1[CH:4]=[C:5]([C:13]2([C:28]([F:29])([F:30])[F:31])[O:17][N:16]=[C:15]([C:18]3[CH:23]=[CH:22][C:21]([N:34]4[CH:38]=[N:37][N:36]=[N:35]4)=[C:20]([N+:25]([O-:27])=[O:26])[CH:19]=3)[CH2:14]2)[CH:6]=[C:7]([C:9]([F:10])([F:12])[F:11])[CH:8]=1. The catalyst class is: 39. (9) Reactant: [F:1][C:2]1[CH:3]=[C:4]2[C:9](=[CH:10][C:11]=1[O:12]C)[C:8](=[O:14])[NH:7][CH2:6][CH2:5]2.B(Br)(Br)Br.O.CCOC(C)=O. Product: [F:1][C:2]1[CH:3]=[C:4]2[C:9](=[CH:10][C:11]=1[OH:12])[C:8](=[O:14])[NH:7][CH2:6][CH2:5]2. The catalyst class is: 2. (10) Reactant: C([N:8]1[C:16]2[C:15](=[O:17])[N:14]([CH2:18][O:19][C:20](=[O:25])[C:21]([CH3:24])([CH3:23])[CH3:22])[C:13](=[O:26])[N:12]([CH3:27])[C:11]=2[N:10]=[CH:9]1)C1C=CC=CC=1. Product: [CH3:27][N:12]1[C:11]2[N:10]=[CH:9][NH:8][C:16]=2[C:15](=[O:17])[N:14]([CH2:18][O:19][C:20](=[O:25])[C:21]([CH3:22])([CH3:23])[CH3:24])[C:13]1=[O:26]. The catalyst class is: 285.